This data is from Catalyst prediction with 721,799 reactions and 888 catalyst types from USPTO. The task is: Predict which catalyst facilitates the given reaction. (1) Reactant: [C:1]([O:5][C:6]([N:8]1[CH2:12][CH2:11][C@H:10]([CH:13]=[O:14])[CH2:9]1)=[O:7])([CH3:4])([CH3:3])[CH3:2].[CH2:15]1[CH2:19]OC[CH2:16]1.C([Mg]Cl)CC.CCOCC. Product: [C:1]([O:5][C:6]([N:8]1[CH2:12][CH2:11][C@H:10]([C@@H:13]([OH:14])[CH2:16][CH2:15][CH3:19])[CH2:9]1)=[O:7])([CH3:4])([CH3:3])[CH3:2]. The catalyst class is: 625. (2) Reactant: [CH:1]([N:4]1[CH2:9][CH:8]2[CH2:10][CH:5]1[CH2:6][NH:7]2)([CH3:3])[CH3:2].C(N(C(C)C)CC)(C)C.[Cl:20][C:21]1[CH:26]=[CH:25][CH:24]=[CH:23][C:22]=1[C:27]1[CH:36]=[C:35]([S:37](Cl)(=[O:39])=[O:38])[CH:34]=[C:33]2[C:28]=1[CH2:29][N:30]([CH2:50][C:51]1[CH:56]=[CH:55][C:54]([O:57][CH3:58])=[CH:53][CH:52]=1)[C:31](=[O:49])[N:32]2[C:41]1[C:46]([Cl:47])=[CH:45][CH:44]=[CH:43][C:42]=1[Cl:48]. Product: [Cl:20][C:21]1[CH:26]=[CH:25][CH:24]=[CH:23][C:22]=1[C:27]1[CH:36]=[C:35]([S:37]([N:7]2[CH2:6][CH:5]3[CH2:10][CH:8]2[CH2:9][N:4]3[CH:1]([CH3:3])[CH3:2])(=[O:39])=[O:38])[CH:34]=[C:33]2[C:28]=1[CH2:29][N:30]([CH2:50][C:51]1[CH:52]=[CH:53][C:54]([O:57][CH3:58])=[CH:55][CH:56]=1)[C:31](=[O:49])[N:32]2[C:41]1[C:42]([Cl:48])=[CH:43][CH:44]=[CH:45][C:46]=1[Cl:47]. The catalyst class is: 1. (3) The catalyst class is: 91. Reactant: [CH:1]1([C:7]2[C:8]3[CH:9]=[CH:10][C:11]([C:33]([O:35][CH3:36])=[O:34])=[CH:12][C:13]=3[N:14]3[CH2:20][CH2:19][CH:18]([NH:21][CH2:22][CH2:23][N:24]4[CH2:28][CH2:27][CH2:26][CH2:25]4)[C:17]4[CH:29]=[CH:30][CH:31]=[CH:32][C:16]=4[C:15]=23)[CH2:6][CH2:5][CH2:4][CH2:3][CH2:2]1.[CH3:37]C(O)=O.C=O.[BH3-]C#N.[Na+]. Product: [CH:1]1([C:7]2[C:8]3[CH:9]=[CH:10][C:11]([C:33]([O:35][CH3:36])=[O:34])=[CH:12][C:13]=3[N:14]3[CH2:20][CH2:19][CH:18]([N:21]([CH3:37])[CH2:22][CH2:23][N:24]4[CH2:28][CH2:27][CH2:26][CH2:25]4)[C:17]4[CH:29]=[CH:30][CH:31]=[CH:32][C:16]=4[C:15]=23)[CH2:6][CH2:5][CH2:4][CH2:3][CH2:2]1.